From a dataset of Catalyst prediction with 721,799 reactions and 888 catalyst types from USPTO. Predict which catalyst facilitates the given reaction. (1) Reactant: [CH2:1]([N:8]1[CH2:13][CH2:12][CH:11]([NH:14][C:15](=O)[C:16]2[C:21]([N+:22]([O-])=O)=[CH:20][CH:19]=[CH:18][C:17]=2[O:25][CH3:26])[CH2:10][CH2:9]1)[C:2]1[CH:7]=[CH:6][CH:5]=[CH:4][CH:3]=1.[H-].[Al+3].[Li+].[H-].[H-].[H-]. Product: [NH2:22][C:21]1[CH:20]=[CH:19][CH:18]=[C:17]([O:25][CH3:26])[C:16]=1[CH2:15][NH:14][CH:11]1[CH2:12][CH2:13][N:8]([CH2:1][C:2]2[CH:7]=[CH:6][CH:5]=[CH:4][CH:3]=2)[CH2:9][CH2:10]1. The catalyst class is: 12. (2) Reactant: Cl[C:2]1[CH:7]=[C:6]([O:8][CH2:9][C:10]#[C:11][CH3:12])[N:5]=[CH:4][N:3]=1.C(=O)([O-])[O-].[K+].[K+].[Cl:19][C:20]1[CH:25]=[CH:24][C:23]([OH:26])=[C:22]([F:27])[CH:21]=1.[Cl-].[NH4+]. Product: [CH2:9]([O:8][C:6]1[CH:7]=[C:2]([O:26][C:23]2[CH:24]=[CH:25][C:20]([Cl:19])=[CH:21][C:22]=2[F:27])[N:3]=[CH:4][N:5]=1)[C:10]#[C:11][CH3:12]. The catalyst class is: 9. (3) Reactant: [CH3:1][C:2]([CH3:29])([CH3:28])[CH2:3][O:4][S:5]([C:8]1[CH:13]=[C:12]([N+:14]([O-])=O)[CH:11]=[CH:10][C:9]=1[CH:17]=[CH:18][C:19]1[CH:24]=[CH:23][C:22]([N+:25]([O-])=O)=[CH:21][CH:20]=1)(=[O:7])=[O:6].O.O.[Sn](Cl)(Cl)(Cl)Cl. Product: [NH2:14][C:12]1[CH:11]=[CH:10][C:9]([CH:17]=[CH:18][C:19]2[CH:20]=[CH:21][C:22]([NH2:25])=[CH:23][CH:24]=2)=[C:8]([S:5]([O:4][CH2:3][C:2]([CH3:29])([CH3:1])[CH3:28])(=[O:7])=[O:6])[CH:13]=1. The catalyst class is: 13. (4) The catalyst class is: 34. Reactant: C1(P(C2C=CC=CC=2)C2C=CC=CC=2)C=CC=CC=1.BrN1C(=O)CCC1=O.[Cl:28][C:29]1[CH:30]=[C:31]([CH:39]([CH2:43][CH:44]2[CH2:48][CH2:47][CH2:46][CH2:45]2)[C:40]([OH:42])=O)[CH:32]=[CH:33][C:34]=1[S:35]([CH3:38])(=[O:37])=[O:36].[NH2:49][C:50]1[NH:51][C:52]2[CH:58]=[CH:57][CH:56]=[CH:55][C:53]=2[N:54]=1.N1C=CC=CC=1. Product: [NH:51]1[C:52]2[CH:58]=[CH:57][CH:56]=[CH:55][C:53]=2[N:54]=[C:50]1[NH:49][C:40](=[O:42])[CH:39]([C:31]1[CH:32]=[CH:33][C:34]([S:35]([CH3:38])(=[O:36])=[O:37])=[C:29]([Cl:28])[CH:30]=1)[CH2:43][CH:44]1[CH2:48][CH2:47][CH2:46][CH2:45]1. (5) Reactant: [Cl:1][C:2]1[CH:7]=[CH:6][C:5]([CH:8]([NH:12][C:13]2[CH:18]=[CH:17][CH:16]=[CH:15][CH:14]=2)[C:9]([OH:11])=[O:10])=[CH:4][CH:3]=1.C1C=CC2N(O)N=NC=2C=1.C1CCC(N=C=NC2CCCCC2)CC1.[N:44]12[CH2:51][CH2:50][CH:47]([CH2:48][CH2:49]1)[C@@H:46](O)[CH2:45]2. Product: [N:44]12[CH2:51][CH2:50][CH:47]([CH2:48][CH2:49]1)[C@@H:46]([O:10][C:9](=[O:11])[CH:8]([C:5]1[CH:4]=[CH:3][C:2]([Cl:1])=[CH:7][CH:6]=1)[NH:12][C:13]1[CH:14]=[CH:15][CH:16]=[CH:17][CH:18]=1)[CH2:45]2. The catalyst class is: 1. (6) Reactant: C([N:18]1[CH2:22][CH2:21][CH2:20][C@H:19]1[C:23]([NH:25][C:26]1[CH:31]=[CH:30][CH:29]=[CH:28][C:27]=1[NH:32][C:33]1[N:42]=[CH:41][C:40]2[CH:39]=[CH:38][C:37]3[C:43]([C:47]([O:49]CC)=O)=[N:44][N:45]([CH3:46])[C:36]=3[C:35]=2[N:34]=1)=[O:24])(OCC1C2C(=CC=CC=2)C2C1=CC=CC=2)=O.[NH4+:52].[OH-]. Product: [NH:18]1[CH2:22][CH2:21][CH2:20][C@H:19]1[C:23]([NH:25][C:26]1[CH:31]=[CH:30][CH:29]=[CH:28][C:27]=1[NH:32][C:33]1[N:42]=[CH:41][C:40]2[CH:39]=[CH:38][C:37]3[C:43]([C:47]([NH2:52])=[O:49])=[N:44][N:45]([CH3:46])[C:36]=3[C:35]=2[N:34]=1)=[O:24]. The catalyst class is: 8. (7) Reactant: [CH3:1][N:2]([CH3:25])[CH2:3][CH2:4][NH:5][C:6]1[CH:11]=[CH:10][C:9]([NH:12][C:13]2[O:14][CH2:15][C:16](=[O:23])[C:17]=2[C:18]([O:20][CH2:21][CH3:22])=[O:19])=[C:8]([CH3:24])[CH:7]=1.[NH:26]1[C:34]2[C:29](=[CH:30][CH:31]=[CH:32][N:33]=2)[C:28]([CH:35]=O)=[CH:27]1.N1CCCCC1. Product: [CH:18]([OH:20])=[O:19].[NH:26]1[C:34]2=[N:33][CH:32]=[CH:31][CH:30]=[C:29]2[C:28]([CH:35]=[C:15]2[O:14][C:13]([NH:12][C:9]3[CH:10]=[CH:11][C:6]([NH:5][CH2:4][CH2:3][N:2]([CH3:1])[CH3:25])=[CH:7][C:8]=3[CH3:24])=[C:17]([C:18]([O:20][CH2:21][CH3:22])=[O:19])[C:16]2=[O:23])=[CH:27]1. The catalyst class is: 8.